Dataset: Full USPTO retrosynthesis dataset with 1.9M reactions from patents (1976-2016). Task: Predict the reactants needed to synthesize the given product. (1) Given the product [CH3:62][N:33]([CH3:32])[C:34]1[N:39]=[CH:38][C:37]([C:40]2[N:41]=[C:42]([CH2:59][CH3:60])[C:43]([NH:48][C@@H:18]3[C:26]4[C:21](=[CH:22][CH:23]=[CH:24][CH:25]=4)[CH2:20][C@@H:19]3[O:27][CH2:28][CH3:29])=[N:44][C:45]=2[CH2:46][CH3:47])=[C:36]([CH3:61])[CH:35]=1, predict the reactants needed to synthesize it. The reactants are: ClC1C=C(Cl)C=CC=1C1N=C(CC)C(N[C@@H:18]2[C:26]3[C:21](=[CH:22][CH:23]=[CH:24][CH:25]=3)[CH2:20][C@@H:19]2[O:27][CH2:28][CH3:29])=NC=1CC.[CH3:32][N:33]([CH3:62])[C:34]1[N:39]=[CH:38][C:37]([C:40]2[N:41]=[C:42]([CH2:59][CH3:60])[C:43]([NH:48][C@@H]3C4C(=CC=CC=4)C[C@@H]3O)=[N:44][C:45]=2[CH2:46][CH3:47])=[C:36]([CH3:61])[CH:35]=1. (2) The reactants are: C[O:2][C:3]([C@@H:5]1[C@@H:9]([CH2:10][C:11]2[CH:16]=[CH:15][C:14]([Cl:17])=[CH:13][CH:12]=2)[CH2:8][N:7]([CH2:18][C:19]2[C:28]3[C:23](=[CH:24][CH:25]=[CH:26][CH:27]=3)[CH:22]=[CH:21][CH:20]=2)[CH2:6]1)=[O:4].[Li+].[OH-]. Given the product [Cl:17][C:14]1[CH:13]=[CH:12][C:11]([CH2:10][C@H:9]2[CH2:8][N:7]([CH2:18][C:19]3[C:28]4[C:23](=[CH:24][CH:25]=[CH:26][CH:27]=4)[CH:22]=[CH:21][CH:20]=3)[CH2:6][C@@H:5]2[C:3]([OH:4])=[O:2])=[CH:16][CH:15]=1, predict the reactants needed to synthesize it. (3) Given the product [CH3:32][C:31]([OH:33])([CH3:34])[CH2:30][NH:29][C:2]1[N:3]=[C:4]([NH:18][C:19]2[CH:24]=[CH:23][N:22]=[C:21]([C:25]([F:28])([F:26])[F:27])[CH:20]=2)[N:5]=[C:6]([C:8]2[N:13]=[C:12]([C:14]([F:17])([F:15])[F:16])[CH:11]=[CH:10][N:9]=2)[N:7]=1, predict the reactants needed to synthesize it. The reactants are: Cl[C:2]1[N:7]=[C:6]([C:8]2[N:13]=[C:12]([C:14]([F:17])([F:16])[F:15])[CH:11]=[CH:10][N:9]=2)[N:5]=[C:4]([NH:18][C:19]2[CH:24]=[CH:23][N:22]=[C:21]([C:25]([F:28])([F:27])[F:26])[CH:20]=2)[N:3]=1.[NH2:29][CH2:30][C:31]([CH3:34])([OH:33])[CH3:32]. (4) Given the product [F:29][C:26]1[CH:27]=[CH:28][C:23]([S:20]([NH:19][CH2:18][CH2:17][CH2:16][CH2:15][NH:14][C:12](=[O:13])[C@@H:11]([NH:10][C:9]([C@H:8]2[O:7][C@@H:6]2[C:4]([OH:5])=[O:3])=[O:34])[CH2:30][CH:31]([CH3:32])[CH3:33])(=[O:22])=[O:21])=[CH:24][CH:25]=1, predict the reactants needed to synthesize it. The reactants are: C([O:3][C:4]([C@@H:6]1[C@@H:8]([C:9](=[O:34])[NH:10][C@@H:11]([CH2:30][CH:31]([CH3:33])[CH3:32])[C:12]([NH:14][CH2:15][CH2:16][CH2:17][CH2:18][NH:19][S:20]([C:23]2[CH:28]=[CH:27][C:26]([F:29])=[CH:25][CH:24]=2)(=[O:22])=[O:21])=[O:13])[O:7]1)=[O:5])C.[Li+].[OH-]. (5) Given the product [F:20][C:21]1[CH:26]=[C:25]([O:27][CH2:41][CH2:42][N:43]2[CH2:47][CH2:46][CH2:45][C:44]2=[O:48])[CH:24]=[C:23]([F:28])[C:22]=1[C:29]1[N:34]=[C:33]([C:35]([O:37][CH3:38])=[O:36])[CH:32]=[CH:31][C:30]=1[F:39], predict the reactants needed to synthesize it. The reactants are: C1(P(C2C=CC=CC=2)C2C=CC=CC=2)C=CC=CC=1.[F:20][C:21]1[CH:26]=[C:25]([OH:27])[CH:24]=[C:23]([F:28])[C:22]=1[C:29]1[N:34]=[C:33]([C:35]([O:37][CH3:38])=[O:36])[CH:32]=[CH:31][C:30]=1[F:39].O[CH2:41][CH2:42][N:43]1[CH2:47][CH2:46][CH2:45][C:44]1=[O:48].CC(OC(/N=N/C(OC(C)C)=O)=O)C.